Task: Predict the reaction yield, written as a fraction of the theoretical maximum amount of product (1.0 means a 100% yield; for example, 0.34 means a 34% yield).. Dataset: Reaction yield outcomes from USPTO patents with 853,638 reactions (1) No catalyst specified. The product is [Cl:22][CH2:21][CH2:20][O:19][C:8]1[CH:7]=[C:6]2[C:11]([C:2]([NH:23][C:24]3[C:29]([Cl:30])=[CH:28][N:27]=[C:26]4[O:31][CH2:32][O:33][C:25]=34)=[N:3][CH:4]=[N:5]2)=[C:10]([O:12][CH:13]2[CH2:18][CH2:17][O:16][CH2:15][CH2:14]2)[CH:9]=1. The yield is 0.370. The reactants are Cl[C:2]1[C:11]2[C:6](=[CH:7][C:8]([O:19][CH2:20][CH2:21][Cl:22])=[CH:9][C:10]=2[O:12][CH:13]2[CH2:18][CH2:17][O:16][CH2:15][CH2:14]2)[N:5]=[CH:4][N:3]=1.[NH2:23][C:24]1[C:29]([Cl:30])=[CH:28][N:27]=[C:26]2[O:31][CH2:32][O:33][C:25]=12. (2) The reactants are C[O:2][C:3](=[O:29])[CH2:4][CH2:5][CH2:6][N:7]1C[CH2:11][CH2:10][CH2:9][C@@H:8]1[CH2:13][O:14][C:15]1[CH:20]=[CH:19][C:18]([CH2:21][C:22]2[CH:27]=[CH:26][C:25]([Cl:28])=[CH:24][CH:23]=2)=[CH:17][CH:16]=1.CO. The catalyst is O. The product is [Cl:28][C:25]1[CH:24]=[CH:23][C:22]([CH2:21][C:18]2[CH:17]=[CH:16][C:15]([O:14][CH2:13][C@H:8]3[CH2:9][CH2:10][CH2:11][N:7]3[CH2:6][CH2:5][CH2:4][C:3]([OH:2])=[O:29])=[CH:20][CH:19]=2)=[CH:27][CH:26]=1. The yield is 0.770.